Dataset: Full USPTO retrosynthesis dataset with 1.9M reactions from patents (1976-2016). Task: Predict the reactants needed to synthesize the given product. Given the product [N+:1]([C:4]1[CH:13]=[C:8]([CH:7]=[C:6]([C:14]2[S:29][C:30]3[CH:31]=[N:32][CH:33]=[CH:34][C:35]=3[N:36]=2)[CH:5]=1)[C:9]([O:11][CH3:12])=[O:10])([O-:3])=[O:2], predict the reactants needed to synthesize it. The reactants are: [N+:1]([C:4]1[CH:5]=[C:6]([C:14]([O-])=O)[CH:7]=[C:8]([CH:13]=1)[C:9]([O:11][CH3:12])=[O:10])([O-:3])=[O:2].C(Cl)(=O)C(Cl)=O.C(N(C(C)C)C([S:29][C:30]1[CH:31]=[N:32][CH:33]=[CH:34][C:35]=1[NH2:36])=S)(C)C.C(N(CC)CC)C.